This data is from Full USPTO retrosynthesis dataset with 1.9M reactions from patents (1976-2016). The task is: Predict the reactants needed to synthesize the given product. (1) Given the product [CH3:19][S:18][C:11](=[N:12][CH2:13][Si:14]([CH3:17])([CH3:16])[CH3:15])[C:9]1[CH:8]=[CH:7][C:3]([C:4](=[O:6])[NH:24][CH:22]2[CH2:23][S:20][CH2:21]2)=[C:2]([CH3:1])[CH:10]=1, predict the reactants needed to synthesize it. The reactants are: [CH3:1][C:2]1[CH:10]=[C:9](/[C:11](/[S:18][CH3:19])=[N:12]/[CH2:13][Si:14]([CH3:17])([CH3:16])[CH3:15])[CH:8]=[CH:7][C:3]=1[C:4]([OH:6])=O.[S:20]1[CH2:23][CH:22]([NH2:24])[CH2:21]1.CCN(C(C)C)C(C)C.F[B-](F)(F)F.BrC1C=CC=C[N+]=1CC. (2) The reactants are: Cl[C:2]1[N:7]=[CH:6][CH:5]=[CH:4][N:3]=1.[NH2:8][C:9]1[N:10]=[CH:11][C:12]([C:15]2[C:16]([F:25])=[C:17]([OH:24])[C:18]([CH2:21][CH2:22][CH3:23])=[CH:19][CH:20]=2)=[N:13][CH:14]=1. Given the product [F:25][C:16]1[C:17]([O:24][C:2]2[N:7]=[CH:6][CH:5]=[CH:4][N:3]=2)=[C:18]([CH2:21][CH2:22][CH3:23])[CH:19]=[CH:20][C:15]=1[C:12]1[N:13]=[CH:14][C:9]([NH2:8])=[N:10][CH:11]=1, predict the reactants needed to synthesize it.